This data is from Forward reaction prediction with 1.9M reactions from USPTO patents (1976-2016). The task is: Predict the product of the given reaction. (1) The product is: [O:25]1[CH2:26][CH2:27][N:28]([C:31]2[CH:32]=[CH:33][C:34]([NH:35][C:2]3[C:3]4[NH:15][N:14]=[CH:13][C:4]=4[N:5]=[C:6]([C:8]4[CH:12]=[CH:11][S:10][CH:9]=4)[N:7]=3)=[CH:36][CH:37]=2)[CH2:29][CH2:30]1. Given the reactants Cl[C:2]1[C:3]2[C:4](=[CH:13][N:14](CC3C=CC(OC)=CC=3)[N:15]=2)[N:5]=[C:6]([C:8]2[CH:12]=[CH:11][S:10][CH:9]=2)[N:7]=1.[O:25]1[CH2:30][CH2:29][N:28]([C:31]2[CH:37]=[CH:36][C:34]([NH2:35])=[CH:33][CH:32]=2)[CH2:27][CH2:26]1.Cl, predict the reaction product. (2) The product is: [Cl:9][C:4]1[CH:5]=[C:6]([Cl:8])[CH:7]=[C:2]([C:17]2[CH:18]=[CH:19][C:14]([O:13][CH:10]([CH3:12])[CH3:11])=[CH:15][CH:16]=2)[N:3]=1. Given the reactants Cl[C:2]1[CH:7]=[C:6]([Cl:8])[CH:5]=[C:4]([Cl:9])[N:3]=1.[CH:10]([O:13][C:14]1[CH:19]=[CH:18][C:17](B(O)O)=[CH:16][CH:15]=1)([CH3:12])[CH3:11].[O-]P([O-])([O-])=O.[K+].[K+].[K+], predict the reaction product. (3) Given the reactants [Cl-].[C:2]([C@H:5]1[CH2:10][CH2:9][NH2+:8][CH2:7][C@H:6]1[CH3:11])([OH:4])=[O:3].[CH3:12][C:13]([O:16][C:17](O[C:17]([O:16][C:13]([CH3:15])([CH3:14])[CH3:12])=[O:18])=[O:18])([CH3:15])[CH3:14].[OH-].[Na+], predict the reaction product. The product is: [C:13]([O:16][C:17]([N:8]1[CH2:9][CH2:10][C@H:5]([C:2]([OH:4])=[O:3])[C@H:6]([CH3:11])[CH2:7]1)=[O:18])([CH3:15])([CH3:14])[CH3:12]. (4) Given the reactants C(N(C(C)C)CC)(C)C.C1(S(C=C)(=O)=O)C=CC=CC=1.[NH2:21][C@@H:22]([CH2:24][OH:25])[CH3:23].Cl[C:27]1[C:28]2[S:45][C:44](=[O:46])[N:43]([CH2:47][CH2:48][S:49]([C:52]3[CH:57]=[CH:56][CH:55]=[CH:54][CH:53]=3)(=[O:51])=[O:50])[C:29]=2[N:30]=[C:31]([S:33][CH2:34][C:35]2[CH:40]=[CH:39][CH:38]=[C:37]([F:41])[C:36]=2[F:42])[N:32]=1, predict the reaction product. The product is: [F:42][C:36]1[C:37]([F:41])=[CH:38][CH:39]=[CH:40][C:35]=1[CH2:34][S:33][C:31]1[N:32]=[C:27]([NH:21][C@H:22]([CH3:23])[CH2:24][OH:25])[C:28]2[S:45][C:44](=[O:46])[N:43]([CH2:47][CH2:48][S:49]([C:52]3[CH:53]=[CH:54][CH:55]=[CH:56][CH:57]=3)(=[O:50])=[O:51])[C:29]=2[N:30]=1. (5) Given the reactants [C:1]12(COC3C(Cl)=CC(C(O)=O)=CN=3)CC3CC(CC(C3)C1)C2.[Cl:23][C:24]1[C:25]([O:34][CH2:35][C:36]23[CH2:46][C:40]4([F:47])[CH2:41][C:42]([F:45])([CH2:44][C:38]([F:48])([CH2:39]4)[CH2:37]2)[CH2:43]3)=[CH:26][C:27]([F:33])=[C:28]([CH:32]=1)[C:29]([OH:31])=[O:30], predict the reaction product. The product is: [Cl:23][C:24]1[C:25]([O:34][CH2:35][C:36]23[CH2:46][C:40]4([F:47])[CH2:41][C:42]([F:45])([CH2:44][C:38]([F:48])([CH2:39]4)[CH2:37]2)[CH2:43]3)=[CH:26][C:27]([F:33])=[C:28]([CH:32]=1)[C:29]([O:31][CH3:1])=[O:30]. (6) Given the reactants [O:1]=[C:2]([C:19]1[CH:24]=[CH:23][CH:22]=[CH:21][CH:20]=1)[CH2:3][CH2:4][C:5]1[CH:10]=[CH:9][CH:8]=[CH:7][C:6]=1[NH:11][C:12](=[O:18])[O:13][C:14]([CH3:17])([CH3:16])[CH3:15].CCCCCCCCCC.C(OO)(C)(C)C.NC1C=CC=CC=1, predict the reaction product. The product is: [C:2]([CH:3]1[CH2:4][C:5]2[C:6](=[CH:7][CH:8]=[CH:9][CH:10]=2)[N:11]1[C:12]([O:13][C:14]([CH3:17])([CH3:15])[CH3:16])=[O:18])(=[O:1])[C:19]1[CH:24]=[CH:23][CH:22]=[CH:21][CH:20]=1.